From a dataset of Reaction yield outcomes from USPTO patents with 853,638 reactions. Predict the reaction yield, written as a fraction of the theoretical maximum amount of product (1.0 means a 100% yield; for example, 0.34 means a 34% yield). (1) The yield is 0.191. The product is [CH2:1]([NH:4][C:5]1[N:14]=[C:13]([NH:15][C:25]([O:24][CH2:23][CH:22]([CH3:28])[CH3:21])=[O:26])[C:12]2[C:7](=[CH:8][CH:9]=[C:10]([N+:16]([O-:18])=[O:17])[CH:11]=2)[N:6]=1)[CH:2]=[CH2:3]. The catalyst is CN(C=O)C. The reactants are [CH2:1]([NH:4][C:5]1[N:14]=[C:13]([NH2:15])[C:12]2[C:7](=[CH:8][CH:9]=[C:10]([N+:16]([O-:18])=[O:17])[CH:11]=2)[N:6]=1)[CH:2]=[CH2:3].[H-].[Na+].[CH3:21][CH:22]([CH3:28])[CH2:23][O:24][C:25](Cl)=[O:26].O. (2) The reactants are [CH2:1]([N:8]1[CH:13]=[C:12](Br)[CH:11]=[C:10]([N+:15]([O-:17])=[O:16])[C:9]1=[O:18])[C:2]1[CH:7]=[CH:6][CH:5]=[CH:4][CH:3]=1.[CH:19]1[C:27]2[C:26]3[CH:28]=[CH:29][CH:30]=[CH:31][C:25]=3[O:24][C:23]=2[C:22]([C:32]2[CH:37]=[CH:36][C:35](B(O)O)=[CH:34][CH:33]=2)=[CH:21][CH:20]=1.C([O-])([O-])=O.[K+].[K+]. The catalyst is C1(C)C=CC=CC=1.C(O)C.O.C1C=CC([P]([Pd]([P](C2C=CC=CC=2)(C2C=CC=CC=2)C2C=CC=CC=2)([P](C2C=CC=CC=2)(C2C=CC=CC=2)C2C=CC=CC=2)[P](C2C=CC=CC=2)(C2C=CC=CC=2)C2C=CC=CC=2)(C2C=CC=CC=2)C2C=CC=CC=2)=CC=1. The product is [CH2:1]([N:8]1[CH:13]=[C:12]([C:35]2[CH:36]=[CH:37][C:32]([C:22]3[C:23]4[O:24][C:25]5[CH:31]=[CH:30][CH:29]=[CH:28][C:26]=5[C:27]=4[CH:19]=[CH:20][CH:21]=3)=[CH:33][CH:34]=2)[CH:11]=[C:10]([N+:15]([O-:17])=[O:16])[C:9]1=[O:18])[C:2]1[CH:7]=[CH:6][CH:5]=[CH:4][CH:3]=1. The yield is 0.920. (3) The reactants are N1C=CN=C1.[CH2:6]([Si:8](Cl)([CH2:11][CH3:12])[CH2:9][CH3:10])[CH3:7].[Br:14][C:15]1[S:19][C:18]([C:20]2[CH:44]=[CH:43][C:23]([CH2:24][CH:25]([CH2:30][C:31]3[CH:36]=[CH:35][C:34]([C:37]4[S:38][C:39]([Br:42])=[CH:40][CH:41]=4)=[CH:33][CH:32]=3)[C:26]([CH3:29])([OH:28])[CH3:27])=[CH:22][CH:21]=2)=[CH:17][CH:16]=1.[Cl-].[NH4+]. The catalyst is CN(C)C=O. The product is [Br:42][C:39]1[S:38][C:37]([C:34]2[CH:33]=[CH:32][C:31]([CH2:30][CH:25]([CH2:24][C:23]3[CH:43]=[CH:44][C:20]([C:18]4[S:19][C:15]([Br:14])=[CH:16][CH:17]=4)=[CH:21][CH:22]=3)[C:26]([O:28][Si:8]([CH2:11][CH3:12])([CH2:9][CH3:10])[CH2:6][CH3:7])([CH3:27])[CH3:29])=[CH:36][CH:35]=2)=[CH:41][CH:40]=1. The yield is 0.980. (4) The reactants are Cl[C:2]1[C:3]2[C:10]([I:11])=[CH:9][N:8]([CH:12]3[CH2:15][CH2:14][CH2:13]3)[C:4]=2[N:5]=[CH:6][N:7]=1.CCN(C(C)C)C(C)C.[CH2:25]([NH2:34])[C:26]1[CH:33]=[CH:32][C:29]([O:30][CH3:31])=[CH:28][CH:27]=1. The catalyst is CS(C)=O.O. The product is [CH:12]1([N:8]2[C:4]3[N:5]=[CH:6][N:7]=[C:2]([NH:34][CH2:25][C:26]4[CH:33]=[CH:32][C:29]([O:30][CH3:31])=[CH:28][CH:27]=4)[C:3]=3[C:10]([I:11])=[CH:9]2)[CH2:15][CH2:14][CH2:13]1. The yield is 0.550.